Dataset: Full USPTO retrosynthesis dataset with 1.9M reactions from patents (1976-2016). Task: Predict the reactants needed to synthesize the given product. (1) Given the product [C:32]1([P:25](=[O:5])([C:19]2[CH:20]=[CH:21][CH:22]=[CH:23][CH:24]=2)[C:26]2[CH:31]=[CH:30][CH:29]=[CH:28][CH:27]=2)[CH:33]=[CH:34][CH:35]=[CH:36][CH:37]=1, predict the reactants needed to synthesize it. The reactants are: C([O:5]C(N(C1C=CC=CC=1)[C@H](CO)C)=O)(C)(C)C.[C:19]1([P:25]([C:32]2[CH:37]=[CH:36][CH:35]=[CH:34][CH:33]=2)[C:26]2[CH:31]=[CH:30][CH:29]=[CH:28][CH:27]=2)[CH:24]=[CH:23][CH:22]=[CH:21][CH:20]=1.BrN1C(=O)CCC1=O.CO. (2) Given the product [F:1][C:2]([F:12])([F:13])[CH2:3][NH:5][C:6]1[CH:11]=[CH:10][CH:9]=[CH:8][CH:7]=1, predict the reactants needed to synthesize it. The reactants are: [F:1][C:2]([F:13])([F:12])[C:3]([NH:5][C:6]1[CH:11]=[CH:10][CH:9]=[CH:8][CH:7]=1)=O. (3) Given the product [Br:1][C:2]1[N:3]=[C:4]([C:24]2[N:25]=[N:26][C:21]([C:16]3[CH:17]=[CH:18][CH:19]=[CH:20][N:15]=3)=[CH:22][CH:23]=2)[CH:5]=[CH:6][CH:7]=1, predict the reactants needed to synthesize it. The reactants are: [Br:1][C:2]1(C2C=CC=CN=2)[CH:7]=[CH:6][CH:5]=[C:4](Br)[NH:3]1.[N:15]1[CH:20]=[CH:19][CH:18]=[CH:17][C:16]=1[C:21]1[N:26]=[N:25][C:24]([Sn](CCCC)(CCCC)CCCC)=[CH:23][CH:22]=1. (4) Given the product [C:11]12([C:9](=[O:10])[CH2:8][O:28][C:24]3[CH:25]=[N:26][CH:27]=[C:22]([Cl:21])[CH:23]=3)[CH2:20][CH:15]3[CH2:16][CH:17]([CH2:19][CH:13]([CH2:14]3)[CH2:12]1)[CH2:18]2, predict the reactants needed to synthesize it. The reactants are: C([O-])([O-])=O.[K+].[K+].Br[CH2:8][C:9]([C:11]12[CH2:20][CH:15]3[CH2:16][CH:17]([CH2:19][CH:13]([CH2:14]3)[CH2:12]1)[CH2:18]2)=[O:10].[Cl:21][C:22]1[CH:23]=[C:24]([OH:28])[CH:25]=[N:26][CH:27]=1. (5) Given the product [CH3:3][CH2:2][CH2:1][CH:7]([CH3:13])[CH3:8].[CH3:30][N:31]([O:32][CH3:33])[C:9](=[O:11])[C@@H:8]([NH2:12])[CH:7]([C:1]1[CH:2]=[CH:3][CH:4]=[CH:5][CH:6]=1)[C:13]([O:15][C:16]([CH3:19])([CH3:18])[CH3:17])=[O:14], predict the reactants needed to synthesize it. The reactants are: [C:1]1([CH:7]([C:13]([O:15][C:16]([CH3:19])([CH3:18])[CH3:17])=[O:14])[C@H:8]([NH2:12])[C:9]([OH:11])=O)[CH:6]=[CH:5][CH:4]=[CH:3][CH:2]=1.CCN(C(C)C)C(C)C.Cl.[CH3:30][NH:31][O:32][CH3:33].CN(C(ON1N=NC2C=CC=NC1=2)=[N+](C)C)C.F[P-](F)(F)(F)(F)F.